Dataset: TCR-epitope binding with 47,182 pairs between 192 epitopes and 23,139 TCRs. Task: Binary Classification. Given a T-cell receptor sequence (or CDR3 region) and an epitope sequence, predict whether binding occurs between them. (1) The TCR CDR3 sequence is CASSLDRDSSNEKLFF. The epitope is LLQTGIHVRVSQPSL. Result: 0 (the TCR does not bind to the epitope). (2) The epitope is ILGLPTQTV. The TCR CDR3 sequence is CASSQVSATYEQYF. Result: 1 (the TCR binds to the epitope).